This data is from Retrosynthesis with 50K atom-mapped reactions and 10 reaction types from USPTO. The task is: Predict the reactants needed to synthesize the given product. (1) The reactants are: Nc1cccc(S(N)(=O)=O)c1.O=C(O)c1cnn2c(C(F)(F)F)cc(-c3ccc(C(F)(F)F)c(Cl)c3)nc12. Given the product NS(=O)(=O)c1cccc(NC(=O)c2cnn3c(C(F)(F)F)cc(-c4ccc(C(F)(F)F)c(Cl)c4)nc23)c1, predict the reactants needed to synthesize it. (2) Given the product COC(=O)c1ccc(C(C)(C)C)[nH]1, predict the reactants needed to synthesize it. The reactants are: CC(C)(C)Cl.COC(=O)c1ccc[nH]1. (3) Given the product Fc1ccc(CNc2nc(-n3ccnc3)nc3sc4c(c23)CCCC4)cc1, predict the reactants needed to synthesize it. The reactants are: Fc1ccc(CNc2nc(Cl)nc3sc4c(c23)CCCC4)cc1.c1c[nH]cn1. (4) Given the product NCc1ccc(C2=NOC(c3cc(Cl)c(Cl)c(Cl)c3)(C(F)(F)F)C2)cc1Cl, predict the reactants needed to synthesize it. The reactants are: O=C1c2ccccc2C(=O)N1Cc1ccc(C2=NOC(c3cc(Cl)c(Cl)c(Cl)c3)(C(F)(F)F)C2)cc1Cl.